This data is from Peptide-MHC class I binding affinity with 185,985 pairs from IEDB/IMGT. The task is: Regression. Given a peptide amino acid sequence and an MHC pseudo amino acid sequence, predict their binding affinity value. This is MHC class I binding data. (1) The peptide sequence is INTLESMMK. The MHC is HLA-B46:01 with pseudo-sequence HLA-B46:01. The binding affinity (normalized) is 0.0847. (2) The peptide sequence is LEYDFNKL. The MHC is H-2-Db with pseudo-sequence H-2-Db. The binding affinity (normalized) is 0.